This data is from Full USPTO retrosynthesis dataset with 1.9M reactions from patents (1976-2016). The task is: Predict the reactants needed to synthesize the given product. Given the product [C:31]([O:35][C:36](=[O:47])[CH2:37][O:38][C:39]1[CH:44]=[CH:43][CH:42]=[C:41]([Cl:45])[C:40]=1[C:49]#[C:48][C:50]1[CH:55]=[CH:54][CH:53]=[C:52]([S:56]([CH2:59][CH2:60][CH3:61])(=[O:58])=[O:57])[CH:51]=1)([CH3:34])([CH3:33])[CH3:32], predict the reactants needed to synthesize it. The reactants are: C(OC(=O)COC1C=CC(C#N)=CC=1C#CC1C=C(S(C)(=O)=O)C=CC=1F)(C)(C)C.[C:31]([O:35][C:36](=[O:47])[CH2:37][O:38][C:39]1[CH:44]=[CH:43][CH:42]=[C:41]([Cl:45])[C:40]=1I)([CH3:34])([CH3:33])[CH3:32].[C:48]([C:50]1[CH:55]=[CH:54][CH:53]=[C:52]([S:56]([CH2:59][CH2:60][CH3:61])(=[O:58])=[O:57])[CH:51]=1)#[CH:49].